Dataset: Full USPTO retrosynthesis dataset with 1.9M reactions from patents (1976-2016). Task: Predict the reactants needed to synthesize the given product. (1) Given the product [CH3:26][C:25]([CH3:28])([CH3:27])[CH2:24][C:23]([NH:22][C:5]1[C:4]([CH3:30])=[C:3]([C:1]([OH:32])=[O:2])[C:11]2[O:10][CH2:9][CH:8]([C:12]3[CH:17]=[CH:16][C:15]([CH:18]([CH3:20])[CH3:19])=[CH:14][CH:13]=3)[C:7]=2[C:6]=1[CH3:21])=[O:29], predict the reactants needed to synthesize it. The reactants are: [CH:1]([C:3]1[C:11]2[O:10][CH2:9][CH:8]([C:12]3[CH:17]=[CH:16][C:15]([CH:18]([CH3:20])[CH3:19])=[CH:14][CH:13]=3)[C:7]=2[C:6]([CH3:21])=[C:5]([NH:22][C:23](=[O:29])[CH2:24][C:25]([CH3:28])([CH3:27])[CH3:26])[C:4]=1[CH3:30])=[O:2].P([O-])(O)(O)=[O:32].[Na+].OO.Cl([O-])=O.[Na+].S([O-])(O)(=O)=O.[Na+].Cl. (2) Given the product [Cl:19][C:9]1[CH:10]=[C:11]([C:2]2[N:3]=[CH:4][C:5]([O:8][CH:9]3[CH2:10][CH2:11][C:12](=[O:16])[CH2:17][CH2:18]3)=[CH:6][N:7]=2)[CH:12]=[CH:17][CH:18]=1, predict the reactants needed to synthesize it. The reactants are: Cl[C:2]1[N:7]=[CH:6][C:5]([O:8][CH:9]2[CH2:18][CH2:17][C:12]3([O:16]CCO3)[CH2:11][CH2:10]2)=[CH:4][N:3]=1.[ClH:19]. (3) Given the product [CH2:1]([O:3][C:4](=[O:13])[CH2:5][C:6]1[CH:11]=[CH:10][C:9]([NH:12][C:21]([O:23][CH2:24][C:25]2[CH:30]=[CH:29][CH:28]=[CH:27][CH:26]=2)=[O:22])=[CH:8][N:7]=1)[CH3:2], predict the reactants needed to synthesize it. The reactants are: [CH2:1]([O:3][C:4](=[O:13])[CH2:5][C:6]1[CH:11]=[CH:10][C:9]([NH2:12])=[CH:8][N:7]=1)[CH3:2].N1C=CC=CC=1.Cl[C:21]([O:23][CH2:24][C:25]1[CH:30]=[CH:29][CH:28]=[CH:27][CH:26]=1)=[O:22].O. (4) Given the product [OH:3][CH2:4][CH2:5][C@H:6]1[CH2:11][CH2:10][CH2:9][N:8]([C:12]([O:14][C:15]([CH3:18])([CH3:17])[CH3:16])=[O:13])[CH2:7]1, predict the reactants needed to synthesize it. The reactants are: C([O:3][C:4](=O)[CH2:5][C@H:6]1[CH2:11][CH2:10][CH2:9][N:8]([C:12]([O:14][C:15]([CH3:18])([CH3:17])[CH3:16])=[O:13])[CH2:7]1)C.[H-].[Al+3].[Li+].[H-].[H-].[H-].O.O.O.O.O.O.O.O.O.O.S([O-])([O-])(=O)=O.[Na+].[Na+]. (5) Given the product [C:17]([O:20][CH2:21][C:22]1[C:23]([N:31]2[CH2:42][CH2:41][N:40]3[C:33](=[CH:34][C:35]4[CH2:36][C:37]([CH3:44])([CH3:43])[CH2:38][C:39]=43)[C:32]2=[O:45])=[N:24][CH:25]=[CH:26][C:27]=1[C:2]1[CH:3]=[C:4]([NH:10][C:11]2[N:12]=[N:13][N:14]([CH3:16])[CH:15]=2)[C:5](=[O:9])[N:6]([CH3:8])[CH:7]=1)(=[O:19])[CH3:18], predict the reactants needed to synthesize it. The reactants are: Br[C:2]1[CH:3]=[C:4]([NH:10][C:11]2[N:12]=[N:13][N:14]([CH3:16])[CH:15]=2)[C:5](=[O:9])[N:6]([CH3:8])[CH:7]=1.[C:17]([O:20][CH2:21][C:22]1[C:23]([N:31]2[CH2:42][CH2:41][N:40]3[C:33](=[CH:34][C:35]4[CH2:36][C:37]([CH3:44])([CH3:43])[CH2:38][C:39]=43)[C:32]2=[O:45])=[N:24][CH:25]=[CH:26][C:27]=1B(O)O)(=[O:19])[CH3:18].